From a dataset of Forward reaction prediction with 1.9M reactions from USPTO patents (1976-2016). Predict the product of the given reaction. (1) Given the reactants [N:1]1([CH2:6][CH2:7][CH2:8][NH2:9])[CH:5]=[CH:4][N:3]=[CH:2]1.Cl[C:11]1[CH:16]=[C:15]([C:17]2[CH:22]=[CH:21][CH:20]=[C:19]([CH3:23])[C:18]=2[CH3:24])[N:14]=[C:13]([NH2:25])[N:12]=1, predict the reaction product. The product is: [CH3:24][C:18]1[C:19]([CH3:23])=[CH:20][CH:21]=[CH:22][C:17]=1[C:15]1[N:14]=[C:13]([NH2:25])[N:12]=[C:11]([NH:9][CH2:8][CH2:7][CH2:6][N:1]2[CH:5]=[CH:4][N:3]=[CH:2]2)[CH:16]=1. (2) Given the reactants [Na].[Cl:2][C:3]1[CH:4]=[C:5]([C:14]2[N:15]=[C:16]([NH:19][C:20](=[O:36])[CH2:21][C:22]3[C:30]4[C:29](=[O:31])[N:28]([CH3:32])[C:27](=[O:33])[N:26]([CH3:34])[C:25]=4[O:24][C:23]=3[CH3:35])[S:17][CH:18]=2)[CH:6]=[CH:7][C:8]=1[O:9][C:10]([F:13])([F:12])[F:11].[C:37]([O:43][CH2:44]Cl)(=[O:42])[C:38]([CH3:41])([CH3:40])[CH3:39], predict the reaction product. The product is: [CH3:39][C:38]([CH3:41])([CH3:40])[C:37]([O:43][CH2:44][N:15]1[C:14]([C:5]2[CH:6]=[CH:7][C:8]([O:9][C:10]([F:13])([F:11])[F:12])=[C:3]([Cl:2])[CH:4]=2)=[CH:18][S:17][C:16]1=[N:19][C:20](=[O:36])[CH2:21][C:22]1[C:30]2[C:29](=[O:31])[N:28]([CH3:32])[C:27](=[O:33])[N:26]([CH3:34])[C:25]=2[O:24][C:23]=1[CH3:35])=[O:42].